This data is from Full USPTO retrosynthesis dataset with 1.9M reactions from patents (1976-2016). The task is: Predict the reactants needed to synthesize the given product. (1) Given the product [Cl:12][C:13]1[CH:18]=[CH:17][CH:16]=[CH:15][C:14]=1[S:19]([NH:11][CH2:10][CH2:9][C:8]#[C:7][C:2]1[CH:3]=[CH:4][CH:5]=[CH:6][N:1]=1)(=[O:21])=[O:20], predict the reactants needed to synthesize it. The reactants are: [N:1]1[CH:6]=[CH:5][CH:4]=[CH:3][C:2]=1[C:7]#[C:8][CH2:9][CH2:10][NH2:11].[Cl:12][C:13]1[CH:18]=[CH:17][CH:16]=[CH:15][C:14]=1[S:19](Cl)(=[O:21])=[O:20]. (2) Given the product [Cl:23][C:16]1[N:11]2[N:10]=[C:9]([C:4]3[CH:5]=[CH:6][CH:7]=[CH:8][C:3]=3[C:2]([F:20])([F:19])[F:1])[CH:18]=[C:12]2[N:13]=[CH:14][CH:15]=1, predict the reactants needed to synthesize it. The reactants are: [F:1][C:2]([F:20])([F:19])[C:3]1[CH:8]=[CH:7][CH:6]=[CH:5][C:4]=1[C:9]1[CH:18]=[C:12]2[N:13]=[CH:14][CH:15]=[C:16](O)[N:11]2[N:10]=1.O=P(Cl)(Cl)[Cl:23]. (3) The reactants are: [S:1]1[C:5]2[CH:6]=[CH:7][CH:8]=[CH:9][C:4]=2[N:3]=[C:2]1[CH:10]([O:25][CH:26]1[CH2:31][CH2:30][N:29]([CH3:32])[CH2:28][CH2:27]1)[C:11]1[CH:12]=[C:13](OS(C(F)(F)F)(=O)=O)[CH:14]=[CH:15][CH:16]=1.[CH2:33]([Mg]Cl)[CH2:34][CH2:35][CH3:36]. Given the product [CH2:33]([C:13]1[CH:12]=[C:11]([CH:10]([O:25][CH:26]2[CH2:31][CH2:30][N:29]([CH3:32])[CH2:28][CH2:27]2)[C:2]2[S:1][C:5]3[CH:6]=[CH:7][CH:8]=[CH:9][C:4]=3[N:3]=2)[CH:16]=[CH:15][CH:14]=1)[CH2:34][CH2:35][CH3:36], predict the reactants needed to synthesize it. (4) Given the product [CH3:7][O:8][C:9]([C:11]1[C:16]([NH:17][C:24](=[O:25])[C:23]2[CH:27]=[C:19]([Br:18])[CH:20]=[CH:21][C:22]=2[F:28])=[N:15][CH:14]=[CH:13][N:12]=1)=[O:10], predict the reactants needed to synthesize it. The reactants are: N1C=CC=CC=1.[CH3:7][O:8][C:9]([C:11]1[C:16]([NH2:17])=[N:15][CH:14]=[CH:13][N:12]=1)=[O:10].[Br:18][C:19]1[CH:20]=[CH:21][C:22]([F:28])=[C:23]([CH:27]=1)[C:24](Cl)=[O:25].